Dataset: hERG potassium channel inhibition data for cardiac toxicity prediction from Karim et al.. Task: Regression/Classification. Given a drug SMILES string, predict its toxicity properties. Task type varies by dataset: regression for continuous values (e.g., LD50, hERG inhibition percentage) or binary classification for toxic/non-toxic outcomes (e.g., AMES mutagenicity, cardiotoxicity, hepatotoxicity). Dataset: herg_karim. (1) The molecule is CC(C)CS(=O)(=O)n1ccc2c(-c3ccc(C(F)(F)F)cc3)cc(N3CCNCC3)nc21. The result is 1 (blocker). (2) The molecule is C[C@@H]1CCCC1CCc1cc2cc(-c3ccc(C#N)cc3)ccc2o1. The result is 1 (blocker). (3) The molecule is Cn1c(SCCCN2CC[C@]3(C[C@@H]3c3ccc(F)cc3)C2)nnc1-c1cccnc1. The result is 1 (blocker). (4) The drug is CC1=C2[C@H]3OC(=O)[C@@H](C)[C@@H]3[C@@H](O)C[C@]2(C)C=CC1=O. The result is 0 (non-blocker). (5) The molecule is Cc1noc([C@H]2C[C@@H]2C(=O)NCc2ccc(-c3cccc(OC(F)(F)F)c3)c3c2CN(C(=O)NC(C)(C)C)CC3)n1. The result is 1 (blocker).